Dataset: Drug-target binding data from BindingDB using IC50 measurements. Task: Regression. Given a target protein amino acid sequence and a drug SMILES string, predict the binding affinity score between them. We predict pIC50 (pIC50 = -log10(IC50 in M); higher means more potent). Dataset: bindingdb_ic50. The drug is CN(C)C(=O)N[C@@H]1CCCN(c2cnc(C(N)=O)c(Nc3ccc(C(=O)N4CCCC4)cc3)n2)C1. The target protein sequence is MAAVILESIFLKRSQQKKKTSPLNFKKRLFLLTVHKLSYYEYDFERGRRGSKKGSIDVEKITCVETVVPEKNPPPERQIPRRGEESSEMEQISIIERFPYPFQVVYDEGPLYVFSPTEELRKRWIHQLKNVIRYNSDLVQKYHPCFWIDGQYLCCSQTAKNAMGCQILENRNGSLKPGSSHRKTKKPLPPTPEEDQILKKPLPPEPAAAPVSTSELKKVVALYDYMPMNANDLQLRKGDEYFILEESNLPWWRARDKNGQEGYIPSNYVTEAEDSIEMYEWYSKHMTRSQAEQLLKQEGKEGGFIVRDSSKAGKYTVSVFAKSTGDPQGVIRHYVVCSTPQSQYYLAEKHLFSTIPELINYHQHNSAGLISRLKYPVSQQNKNAPSTAGLGYGSWEIDPKDLTFLKELGTGQFGVVKYGKWRGQYDVAIKMIKEGSMSEDEFIEEAKVMMNLSHEKLVQLYGVCTKQRPIFIITEYMANGSLLNYLREMRHRFQTQQLLE.... The pIC50 is 7.3.